The task is: Predict the product of the given reaction.. This data is from Forward reaction prediction with 1.9M reactions from USPTO patents (1976-2016). (1) Given the reactants C(OC(=O)[NH:7][C@H:8]([CH:13]([C:15]1[CH:20]=[CH:19][CH:18]=[C:17]([F:21])[CH:16]=1)[OH:14])[CH2:9][CH:10]([CH3:12])[CH3:11])(C)(C)C.[ClH:23], predict the reaction product. The product is: [ClH:23].[NH2:7][C@@H:8]([CH2:9][CH:10]([CH3:12])[CH3:11])[CH:13]([C:15]1[CH:20]=[CH:19][CH:18]=[C:17]([F:21])[CH:16]=1)[OH:14]. (2) Given the reactants C1(P(C2C=CC=CC=2)C2C=CC=CC=2)C=CC=CC=1.N(C(OCC)=O)=NC(OCC)=O.[OH:32][C:33]1[CH:43]=[CH:42][C:36]([C:37]([O:39][CH2:40]C)=[O:38])=[CH:35][CH:34]=1.[CH2:44]([C:48]1[CH:55]=[CH:54][C:51]([CH2:52]O)=[CH:50][CH:49]=1)[CH2:45][CH2:46][CH3:47], predict the reaction product. The product is: [CH2:44]([C:48]1[CH:49]=[CH:50][C:51]([CH2:52][O:32][C:33]2[CH:43]=[CH:42][C:36]([C:37]([O:39][CH3:40])=[O:38])=[CH:35][CH:34]=2)=[CH:54][CH:55]=1)[CH2:45][CH2:46][CH3:47]. (3) Given the reactants [C:1]([O:5][C:6]([NH:8][C@H:9]([C:48]1[CH:53]=[CH:52][CH:51]=[CH:50][CH:49]=1)[CH2:10][N:11]1[C:16](=[O:17])[C:15]([N:18]2[CH2:23][CH2:22][N:21]([CH2:24][C:25]3[CH:26]=[C:27]([CH:31]=[CH:32][CH:33]=3)[C:28](O)=[O:29])[CH2:20][CH2:19]2)=[C:14]([CH3:34])[N:13]([CH2:35][C:36]2[C:41]([C:42]([F:45])([F:44])[F:43])=[CH:40][CH:39]=[CH:38][C:37]=2[F:46])[C:12]1=[O:47])=[O:7])([CH3:4])([CH3:3])[CH3:2].[Cl-].[CH2:55]([O:57][C:58](=[O:63])[CH2:59][CH2:60][CH2:61][NH2:62])[CH3:56].C(N(CC)C(C)C)(C)C.CN(C(ON1N=NC2C=CC=CC1=2)=[N+](C)C)C.F[P-](F)(F)(F)(F)F, predict the reaction product. The product is: [CH2:55]([O:57][C:58](=[O:63])[CH2:59][CH2:60][CH2:61][NH:62][C:28](=[O:29])[C:27]1[CH:31]=[CH:32][CH:33]=[C:25]([CH2:24][N:21]2[CH2:22][CH2:23][N:18]([C:15]3[C:16](=[O:17])[N:11]([CH2:10][C@H:9]([NH:8][C:6]([O:5][C:1]([CH3:3])([CH3:2])[CH3:4])=[O:7])[C:48]4[CH:49]=[CH:50][CH:51]=[CH:52][CH:53]=4)[C:12](=[O:47])[N:13]([CH2:35][C:36]4[C:41]([C:42]([F:44])([F:45])[F:43])=[CH:40][CH:39]=[CH:38][C:37]=4[F:46])[C:14]=3[CH3:34])[CH2:19][CH2:20]2)[CH:26]=1)[CH3:56]. (4) Given the reactants [NH2:1][C@H:2]([C:7]([OH:9])=[O:8])[CH2:3][CH:4]([CH3:6])[CH3:5].[C:10]1([CH3:20])[CH:15]=[CH:14][C:13]([S:16]([OH:19])(=[O:18])=[O:17])=[CH:12][CH:11]=1.CC[CH2:23][CH2:24][CH2:25][CH2:26][CH3:27], predict the reaction product. The product is: [C:10]1([CH3:20])[CH:11]=[CH:12][C:13]([S:16]([OH:19])(=[O:17])=[O:18])=[CH:14][CH:15]=1.[CH:23]1([O:8][C:7](=[O:9])[C@@H:2]([NH2:1])[CH2:3][CH:4]([CH3:6])[CH3:5])[CH2:24][CH2:25][CH2:26][CH2:27]1. (5) Given the reactants C([N:3]1[CH2:8][CH2:7][CH2:6][CH2:5][CH:4]1[C:9](O)=O)=O.S(Cl)(C1C=CC(C)=CC=1)(=O)=O.C(N(CC)CC)C.[CH3:30][O:31][C:32](=[O:36])[C:33](Cl)=[CH2:34], predict the reaction product. The product is: [C:33]1([C:32]([O:31][CH3:30])=[O:36])[CH:9]=[CH:4][N:3]2[C:34]=1[CH2:5][CH2:6][CH2:7][CH2:8]2. (6) Given the reactants [C:1]([O:5][C:6](=[O:14])[NH:7][CH2:8][C:9]1[N:10]=[N:11][NH:12][N:13]=1)([CH3:4])([CH3:3])[CH3:2].[H-].[Na+].[CH2:17](I)[CH3:18], predict the reaction product. The product is: [C:1]([O:5][C:6](=[O:14])[NH:7][CH2:8][C:9]1[N:10]=[N:11][N:12]([CH2:17][CH3:18])[N:13]=1)([CH3:4])([CH3:2])[CH3:3].